Dataset: Forward reaction prediction with 1.9M reactions from USPTO patents (1976-2016). Task: Predict the product of the given reaction. (1) Given the reactants ClC1C=CC2N=C(CCCl)N3C4C=CC=C(F)C=4C=C3C=2N=1.ClC1N=C2C(=CC=1)N=C(CCCl)C1C3C(NC2=1)=CC=CC=3F.FC1CNC1.[Cl:50][C:51]1[CH:52]=[CH:53][C:54]2[N:55]=[C:56]([CH2:69][CH2:70][N:71]3[CH2:74][CH:73]([F:75])[CH2:72]3)[N:57]3[C:65]4[CH:64]=[CH:63][CH:62]=[C:61]([F:66])[C:60]=4[CH:59]=[C:58]3[C:67]=2[N:68]=1, predict the reaction product. The product is: [Cl:50][C:51]1[N:68]=[C:67]2[C:54](=[CH:53][CH:52]=1)[N:55]=[C:56]([CH2:69][CH2:70][N:71]1[CH2:72][CH:73]([F:75])[CH2:74]1)[C:59]1[C:60]3[C:65]([NH:57][C:58]2=1)=[CH:64][CH:63]=[CH:62][C:61]=3[F:66]. (2) Given the reactants [CH3:1][O:2][CH:3]([O:11][CH3:12])[C:4]1[S:5][CH:6]=[C:7]([C:9]#[CH:10])[CH:8]=1.C(OC)(OC)OC, predict the reaction product. The product is: [CH3:1][O:2][CH:3]([O:11][CH3:12])[C:4]1[S:5][CH:6]=[C:7]([CH2:9][CH3:10])[CH:8]=1. (3) Given the reactants C(=O)(O)O.Cl[C:6]1[CH:11]=[CH:10][C:9]([NH:12][C:13]([NH2:15])=[NH:14])=[CH:8][CH:7]=1.CC1(C)C(C)(C)OB([C:24]2[CH:25]=[C:26]([OH:30])[CH:27]=[CH:28][CH:29]=2)O1.C(=O)([O-])[O-].[Na+].[Na+].C1(P(C2CCCCC2)C2CCCCC2)CCCCC1.[OH-].[Na+], predict the reaction product. The product is: [OH:30][C:26]1[CH:25]=[C:24]([C:6]2[CH:11]=[CH:10][C:9]([NH:12][C:13]([NH2:15])=[NH:14])=[CH:8][CH:7]=2)[CH:29]=[CH:28][CH:27]=1. (4) Given the reactants [C:1]([O:5][C:6]([N:8]1[CH:12]=[CH:11][CH:10]=[C:9]1B(O)O)=[O:7])([CH3:4])([CH3:3])[CH3:2].C(=O)([O-])[O-].[Na+].[Na+].O.Br[C:24]1[C:29]([O:30][C:31]2[CH:36]=[CH:35][C:34]([S:37]([CH3:40])(=[O:39])=[O:38])=[CH:33][CH:32]=2)=[CH:28][C:27]([NH2:41])=[C:26]([N+:42]([O-:44])=[O:43])[CH:25]=1, predict the reaction product. The product is: [NH2:41][C:27]1[C:26]([N+:42]([O-:44])=[O:43])=[CH:25][C:24]([C:9]2[N:8]([C:6]([O:5][C:1]([CH3:4])([CH3:3])[CH3:2])=[O:7])[CH:12]=[CH:11][CH:10]=2)=[C:29]([O:30][C:31]2[CH:32]=[CH:33][C:34]([S:37]([CH3:40])(=[O:39])=[O:38])=[CH:35][CH:36]=2)[CH:28]=1. (5) Given the reactants [NH2:1][CH2:2][CH2:3][C:4]1[N:5]=[C:6]([NH:9][C:10]([NH:12][C:13]2[CH:18]=[CH:17][C:16]([CH3:19])=[CH:15][C:14]=2[C:20]([CH:22]2[CH2:26][CH2:25][CH2:24][CH2:23]2)=[O:21])=[O:11])[S:7][CH:8]=1.[CH3:27][N:28]([CH2:30][C:31](O)=[O:32])[CH3:29], predict the reaction product. The product is: [CH:22]1([C:20]([C:14]2[CH:15]=[C:16]([CH3:19])[CH:17]=[CH:18][C:13]=2[NH:12][C:10](=[O:11])[NH:9][C:6]2[S:7][CH:8]=[C:4]([CH2:3][CH2:2][NH:1][C:31](=[O:32])[CH2:30][N:28]([CH3:29])[CH3:27])[N:5]=2)=[O:21])[CH2:23][CH2:24][CH2:25][CH2:26]1. (6) Given the reactants CO[CH:3](OC)[CH2:4][NH2:5].[Br:8][C:9]1[CH:10]=[C:11]([C:16](Cl)=[N:17][C:18]2[CH:23]=[CH:22][CH:21]=[C:20]([Cl:24])[C:19]=2[Cl:25])[C:12]([Cl:15])=[N:13][CH:14]=1.C1(C)C=CC(S(O)(=O)=O)=CC=1, predict the reaction product. The product is: [Br:8][C:9]1[CH:10]=[C:11]([C:16]2[N:17]([C:18]3[CH:23]=[CH:22][CH:21]=[C:20]([Cl:24])[C:19]=3[Cl:25])[CH:3]=[CH:4][N:5]=2)[C:12]([Cl:15])=[N:13][CH:14]=1. (7) Given the reactants C(O)(C(F)(F)F)=O.[NH2:8][CH2:9][CH2:10][NH:11][C:12](=[O:32])[C:13]([O:16][C:17]1[CH:22]=[CH:21][C:20]([C:23](=[O:31])[C:24]2[CH:29]=[CH:28][C:27]([Cl:30])=[CH:26][CH:25]=2)=[CH:19][CH:18]=1)([CH3:15])[CH3:14].[C:33](O)(=[O:53])[CH2:34][CH2:35][CH2:36]/[CH:37]=[CH:38]\[CH2:39]/[CH:40]=[CH:41]\[CH2:42]/[CH:43]=[CH:44]\[CH2:45]/[CH:46]=[CH:47]\[CH2:48]/[CH:49]=[CH:50]\[CH2:51][CH3:52].CN(C(ON1N=NC2C=CC=NC1=2)=[N+](C)C)C.F[P-](F)(F)(F)(F)F.CCN(C(C)C)C(C)C, predict the reaction product. The product is: [Cl:30][C:27]1[CH:28]=[CH:29][C:24]([C:23]([C:20]2[CH:21]=[CH:22][C:17]([O:16][C:13]([CH3:15])([CH3:14])[C:12]([NH:11][CH2:10][CH2:9][NH:8][C:33](=[O:53])[CH2:34][CH2:35][CH2:36]/[CH:37]=[CH:38]\[CH2:39]/[CH:40]=[CH:41]\[CH2:42]/[CH:43]=[CH:44]\[CH2:45]/[CH:46]=[CH:47]\[CH2:48]/[CH:49]=[CH:50]\[CH2:51][CH3:52])=[O:32])=[CH:18][CH:19]=2)=[O:31])=[CH:25][CH:26]=1.